From a dataset of Full USPTO retrosynthesis dataset with 1.9M reactions from patents (1976-2016). Predict the reactants needed to synthesize the given product. (1) Given the product [CH2:59]([N:61]1[CH2:66][CH2:65][N:64]([C:20]([C:19]2[CH:23]=[CH:24][C:16]([N:12]3[C:13]([O:14][CH3:15])=[C:9]([C:6]4[CH:7]=[CH:8][C:3]([C:1]#[N:2])=[C:4]([F:26])[C:5]=4[CH3:25])[CH:10]=[N:11]3)=[N:17][CH:18]=2)=[O:22])[CH2:63][CH2:62]1)[CH3:60], predict the reactants needed to synthesize it. The reactants are: [C:1]([C:3]1[CH:8]=[CH:7][C:6]([C:9]2[CH:10]=[N:11][N:12]([C:16]3[CH:24]=[CH:23][C:19]([C:20]([OH:22])=O)=[CH:18][N:17]=3)[C:13]=2[O:14][CH3:15])=[C:5]([CH3:25])[C:4]=1[F:26])#[N:2].C1C=C2N=NN(O)C2=CC=1.O.Cl.C(N=C=NCCCN(C)C)C.C(N(C(C)C)C(C)C)C.[CH2:59]([N:61]1[CH2:66][CH2:65][NH:64][CH2:63][CH2:62]1)[CH3:60]. (2) Given the product [F:13][C:14]1[CH:21]=[CH:20][CH:19]=[C:18]([F:22])[C:15]=1[C:16]#[C:8][C:24]([O:26][CH3:27])=[O:25], predict the reactants needed to synthesize it. The reactants are: [N+](=C[Si](C)(C)C)=[N-].[CH2:8]([Li])CCC.[F:13][C:14]1[CH:21]=[CH:20][CH:19]=[C:18]([F:22])[C:15]=1[CH:16]=O.Cl[C:24]([O:26][CH3:27])=[O:25]. (3) Given the product [F:40][C:41]1[CH:47]=[CH:46][C:44]([NH:45][C:32]([NH:23][C:22]2[CH:24]=[CH:25][C:19]([C:10]3[N:11]=[C:12]([N:13]4[CH2:18][CH2:17][O:16][CH2:15][CH2:14]4)[C:7]4[CH:6]=[CH:5][N:4]([CH2:3][C:2]([F:26])([F:1])[F:27])[C:8]=4[N:9]=3)=[CH:20][CH:21]=2)=[O:38])=[CH:43][CH:42]=1, predict the reactants needed to synthesize it. The reactants are: [F:1][C:2]([F:27])([F:26])[CH2:3][N:4]1[C:8]2[N:9]=[C:10]([C:19]3[CH:25]=[CH:24][C:22]([NH2:23])=[CH:21][CH:20]=3)[N:11]=[C:12]([N:13]3[CH2:18][CH2:17][O:16][CH2:15][CH2:14]3)[C:7]=2[CH:6]=[CH:5]1.ClC(Cl)(O[C:32](=[O:38])OC(Cl)(Cl)Cl)Cl.[F:40][C:41]1[CH:47]=[CH:46][C:44]([NH2:45])=[CH:43][CH:42]=1. (4) Given the product [CH2:20]([NH:1][CH2:2][CH2:3][C:4]1[CH:5]=[CH:6][C:7]([O:8][C:9]2[N:17]=[CH:16][CH:15]=[CH:14][C:10]=2[C:11]([NH2:13])=[O:12])=[CH:18][CH:19]=1)[C:21]1[CH:26]=[CH:25][CH:24]=[CH:23][CH:22]=1, predict the reactants needed to synthesize it. The reactants are: [NH2:1][CH2:2][CH2:3][C:4]1[CH:19]=[CH:18][C:7]([O:8][C:9]2[N:17]=[CH:16][CH:15]=[CH:14][C:10]=2[C:11]([NH2:13])=[O:12])=[CH:6][CH:5]=1.[CH:20](=O)[C:21]1[CH:26]=[CH:25][CH:24]=[CH:23][CH:22]=1.[BH4-].[Na+]. (5) Given the product [Cl:24][C:25]1[CH:30]=[CH:29][C:28]([C:2]2[CH:3]=[C:4]3[C:9](=[CH:10][C:11]=2[O:12][CH2:13][C:14]2[CH:22]=[CH:21][C:17]([C:18]([OH:20])=[O:19])=[CH:16][CH:15]=2)[NH:8][C:7](=[O:23])[CH2:6][CH2:5]3)=[CH:27][CH:26]=1, predict the reactants needed to synthesize it. The reactants are: Br[C:2]1[CH:3]=[C:4]2[C:9](=[CH:10][C:11]=1[O:12][CH2:13][C:14]1[CH:22]=[CH:21][C:17]([C:18]([OH:20])=[O:19])=[CH:16][CH:15]=1)[NH:8][C:7](=[O:23])[CH2:6][CH2:5]2.[Cl:24][C:25]1[CH:30]=[CH:29][C:28](B(O)O)=[CH:27][CH:26]=1.C(=O)(O)[O-].[Na+].O. (6) Given the product [Br:17][C:18]1[C:19]([NH:2][C@H:3]([CH2:7][O:8][CH3:9])[C@H:4]([OH:6])[CH3:5])=[N:20][C:21]([Cl:24])=[N:22][CH:23]=1, predict the reactants needed to synthesize it. The reactants are: Cl.[NH2:2][C@H:3]([CH2:7][O:8][CH3:9])[C@H:4]([OH:6])[CH3:5].C(N(CC)CC)C.[Br:17][C:18]1[C:19](Cl)=[N:20][C:21]([Cl:24])=[N:22][CH:23]=1. (7) The reactants are: C(N(C(C)C)CC)(C)C.[CH:10]([CH2:12][C:13]([OH:15])=O)=[CH2:11].N1C2C=CC=C(O[P+](N(C)C)(N(C)C)N(C)C)C=2N=N1.F[P-](F)(F)(F)(F)F.Cl.Cl.[N:45]1[C:53]2[CH2:52][CH2:51][NH:50][CH2:49][C:48]=2[S:47][C:46]=1[NH:54][C:55]([NH2:57])=[NH:56].[OH-].[Na+]. Given the product [C:13]([N:50]1[CH2:51][CH2:52][C:53]2[N:45]=[C:46]([NH:54][C:55]([NH2:57])=[NH:56])[S:47][C:48]=2[CH2:49]1)(=[O:15])[CH2:12][CH:10]=[CH2:11], predict the reactants needed to synthesize it.